This data is from NCI-60 drug combinations with 297,098 pairs across 59 cell lines. The task is: Regression. Given two drug SMILES strings and cell line genomic features, predict the synergy score measuring deviation from expected non-interaction effect. (1) Drug 1: C1C(C(OC1N2C=NC(=NC2=O)N)CO)O. Drug 2: B(C(CC(C)C)NC(=O)C(CC1=CC=CC=C1)NC(=O)C2=NC=CN=C2)(O)O. Cell line: A549. Synergy scores: CSS=17.4, Synergy_ZIP=4.86, Synergy_Bliss=4.77, Synergy_Loewe=5.15, Synergy_HSA=5.42. (2) Drug 1: CC12CCC3C(C1CCC2=O)CC(=C)C4=CC(=O)C=CC34C. Drug 2: C1C(C(OC1N2C=NC(=NC2=O)N)CO)O. Cell line: HS 578T. Synergy scores: CSS=56.0, Synergy_ZIP=1.88, Synergy_Bliss=3.29, Synergy_Loewe=2.47, Synergy_HSA=3.51. (3) Drug 1: COC1=NC(=NC2=C1N=CN2C3C(C(C(O3)CO)O)O)N. Drug 2: C1CC(=O)NC(=O)C1N2C(=O)C3=CC=CC=C3C2=O. Cell line: MCF7. Synergy scores: CSS=-4.33, Synergy_ZIP=-0.278, Synergy_Bliss=-5.30, Synergy_Loewe=-7.88, Synergy_HSA=-7.88. (4) Drug 1: C1=CC(=CC=C1CCC2=CNC3=C2C(=O)NC(=N3)N)C(=O)NC(CCC(=O)O)C(=O)O. Drug 2: CC1CCCC2(C(O2)CC(NC(=O)CC(C(C(=O)C(C1O)C)(C)C)O)C(=CC3=CSC(=N3)C)C)C. Cell line: NCI-H322M. Synergy scores: CSS=23.2, Synergy_ZIP=7.12, Synergy_Bliss=9.97, Synergy_Loewe=10.3, Synergy_HSA=10.3. (5) Drug 1: CC(C1=C(C=CC(=C1Cl)F)Cl)OC2=C(N=CC(=C2)C3=CN(N=C3)C4CCNCC4)N. Drug 2: CC1C(C(CC(O1)OC2CC(CC3=C2C(=C4C(=C3O)C(=O)C5=CC=CC=C5C4=O)O)(C(=O)C)O)N)O. Cell line: UO-31. Synergy scores: CSS=49.4, Synergy_ZIP=-0.651, Synergy_Bliss=1.83, Synergy_Loewe=-1.76, Synergy_HSA=2.99.